From a dataset of Forward reaction prediction with 1.9M reactions from USPTO patents (1976-2016). Predict the product of the given reaction. (1) The product is: [CH:1]1([CH2:6][CH2:7][C:8]([NH:11][C:12]2[C:20]([C:21]([O:23][CH3:24])=[O:22])=[C:15]3[N:16]=[CH:17][CH:18]=[CH:19][N:14]3[N:13]=2)=[O:9])[CH2:5][CH2:4][CH2:3][CH2:2]1. Given the reactants [CH:1]1([CH2:6][CH2:7][C:8](Cl)=[O:9])[CH2:5][CH2:4][CH2:3][CH2:2]1.[NH2:11][C:12]1[C:20]([C:21]([O:23][CH3:24])=[O:22])=[C:15]2[N:16]=[CH:17][CH:18]=[CH:19][N:14]2[N:13]=1.CO, predict the reaction product. (2) Given the reactants [Cl:1][C:2]1[N:6]2[CH:7]=[C:8]([C:15]3[CH:19]=[CH:18][O:17][CH:16]=3)[CH:9]=[C:10]([C:11]([F:14])([F:13])[F:12])[C:5]2=[N:4][C:3]=1[C:20]([OH:22])=[O:21].[CH3:23][CH:24]1[CH2:29][CH:28]([N:30]2[CH2:34][CH2:33][O:32][C:31]2=[O:35])[CH2:27][CH2:26][NH:25]1.CN(C(ON1N=NC2C=CC=NC1=2)=[N+](C)C)C.F[P-](F)(F)(F)(F)F.CCN(C(C)C)C(C)C, predict the reaction product. The product is: [Cl:1][C:2]1[N:6]2[CH:7]=[C:8]([C:15]3[CH:19]=[CH:18][O:17][CH:16]=3)[CH:9]=[C:10]([C:11]([F:12])([F:14])[F:13])[C:5]2=[N:4][C:3]=1[C:20]([N:25]1[CH2:26][CH2:27][C@H:28]([N:30]2[CH2:34][CH2:33][O:32][C:31]2=[O:35])[CH2:29][C@@H:24]1[CH3:23])=[O:22].[Cl:1][C:2]1[N:6]2[CH:7]=[C:8]([C:15]3[CH:19]=[CH:18][O:17][CH:16]=3)[CH:9]=[C:10]([C:11]([F:13])([F:12])[F:14])[C:5]2=[N:4][C:3]=1[C:20]([N:25]1[CH2:26][CH2:27][C@@H:28]([N:30]2[CH2:34][CH2:33][O:32][C:31]2=[O:35])[CH2:29][C@@H:24]1[CH3:23])=[O:21]. (3) Given the reactants Br[C:2]1[CH:11]=[CH:10][C:9]([Cl:12])=[CH:8][C:3]=1[C:4]([O:6][CH3:7])=[O:5].[C:13]([Si:15]([CH3:18])([CH3:17])[CH3:16])#[CH:14], predict the reaction product. The product is: [Cl:12][C:9]1[CH:10]=[CH:11][C:2]([C:14]#[C:13][Si:15]([CH3:18])([CH3:17])[CH3:16])=[C:3]([CH:8]=1)[C:4]([O:6][CH3:7])=[O:5]. (4) The product is: [C:1]([O:4][CH2:5][CH2:6][N:7]1[C:19]2[C:18]3[CH:17]=[CH:16][CH:15]=[CH:14][C:13]=3[N:12]=[C:11]([Cl:29])[C:10]=2[N:9]=[C:8]1[CH3:21])(=[O:3])[CH3:2]. Given the reactants [C:1]([O:4][CH2:5][CH2:6][N:7]1[C:19]2[C:18]3[CH:17]=[CH:16][CH:15]=[CH:14][C:13]=3[N+:12]([O-])=[CH:11][C:10]=2[N:9]=[C:8]1[CH3:21])(=[O:3])[CH3:2].CN(C)C=O.P(Cl)(Cl)([Cl:29])=O, predict the reaction product. (5) Given the reactants Br[CH2:2][C:3]1[CH:8]=[CH:7][C:6]([C:9]([C:11]2[CH:16]=[CH:15][CH:14]=[C:13]([Cl:17])[CH:12]=2)=[O:10])=[CH:5][C:4]=1[Cl:18].[NH:19]1[CH2:24][CH2:23][O:22][CH2:21][CH2:20]1.ClC1C=C(C(C2C=CC(CN3CCCC3)=CC=2)=O)C=CC=1, predict the reaction product. The product is: [Cl:18][C:4]1[CH:5]=[C:6]([C:9]([C:11]2[CH:16]=[CH:15][CH:14]=[C:13]([Cl:17])[CH:12]=2)=[O:10])[CH:7]=[CH:8][C:3]=1[CH2:2][N:19]1[CH2:24][CH2:23][O:22][CH2:21][CH2:20]1. (6) Given the reactants [NH2:1][CH2:2][CH:3]1[CH2:8][CH2:7][N:6]([C:9]2[N:14]=[C:13](/[CH:15]=[C:16]3/[C:17](=[O:22])[NH:18][C:19](=[O:21])[S:20]/3)[CH:12]=[C:11]([O:23][CH3:24])[N:10]=2)[CH2:5][CH2:4]1.[CH3:25][C:26]1[CH:35]=[C:34]([CH:36]=O)[C:33]2[C:28](=[CH:29][CH:30]=[CH:31][CH:32]=2)[N:27]=1, predict the reaction product. The product is: [CH3:24][O:23][C:11]1[N:10]=[C:9]([N:6]2[CH2:7][CH2:8][CH:3]([CH2:2][NH:1][CH2:36][C:34]3[C:33]4[C:28](=[CH:29][CH:30]=[CH:31][CH:32]=4)[N:27]=[C:26]([CH3:25])[CH:35]=3)[CH2:4][CH2:5]2)[N:14]=[C:13](/[CH:15]=[C:16]2/[C:17](=[O:22])[NH:18][C:19](=[O:21])[S:20]/2)[CH:12]=1.